This data is from Forward reaction prediction with 1.9M reactions from USPTO patents (1976-2016). The task is: Predict the product of the given reaction. The product is: [CH2:16]([O:18][C:19]([N:21]1[CH2:22][CH2:23][N:24]([CH:14]([C:35]#[N:36])[C:11]2[CH:10]=[C:9]([C:3]3[CH:4]=[C:5]([CH3:8])[CH:6]=[CH:7][C:2]=3[F:1])[O:13][N:12]=2)[CH2:25][CH2:26]1)=[O:20])[CH3:17]. Given the reactants [F:1][C:2]1[CH:7]=[CH:6][C:5]([CH3:8])=[CH:4][C:3]=1[C:9]1[O:13][N:12]=[C:11]([CH:14]=O)[CH:10]=1.[CH2:16]([O:18][C:19]([N:21]1[CH2:26][CH2:25][NH:24][CH2:23][CH2:22]1)=[O:20])[CH3:17].C(OP([C:35]#[N:36])(=O)OCC)C, predict the reaction product.